Dataset: Forward reaction prediction with 1.9M reactions from USPTO patents (1976-2016). Task: Predict the product of the given reaction. (1) Given the reactants [O:1]1[CH2:6][CH2:5][CH:4]([N:7]2[CH2:17][CH2:16][C:10]3([CH:12]([C:13]([OH:15])=O)[CH2:11]3)[CH2:9][CH2:8]2)[CH2:3][CH2:2]1.[CH3:18][O:19][C:20]1[CH:25]=[CH:24][C:23]([N:26]2[CH2:31][CH2:30][NH:29][CH2:28][CH2:27]2)=[CH:22][CH:21]=1, predict the reaction product. The product is: [CH3:18][O:19][C:20]1[CH:21]=[CH:22][C:23]([N:26]2[CH2:31][CH2:30][N:29]([C:13]([CH:12]3[C:10]4([CH2:9][CH2:8][N:7]([CH:4]5[CH2:3][CH2:2][O:1][CH2:6][CH2:5]5)[CH2:17][CH2:16]4)[CH2:11]3)=[O:15])[CH2:28][CH2:27]2)=[CH:24][CH:25]=1. (2) Given the reactants [N:1]1[CH:6]=[CH:5][N:4]=[CH:3][C:2]=1[NH2:7].C([Mg]Cl)(C)C.[CH:13]1([C:16]2[CH:20]=[C:19]([NH:21][C:22]3[C:23]4[CH2:39][CH2:38][CH2:37][C:24]=4[N:25]=[C:26]([N:28]4[CH2:32][CH2:31][CH2:30][CH:29]4[C:33](OC)=[O:34])[N:27]=3)[NH:18][N:17]=2)[CH2:15][CH2:14]1, predict the reaction product. The product is: [CH:13]1([C:16]2[CH:20]=[C:19]([NH:21][C:22]3[C:23]4[CH2:39][CH2:38][CH2:37][C:24]=4[N:25]=[C:26]([N:28]4[CH2:32][CH2:31][CH2:30][CH:29]4[C:33]([NH:7][C:2]4[CH:3]=[N:4][CH:5]=[CH:6][N:1]=4)=[O:34])[N:27]=3)[NH:18][N:17]=2)[CH2:15][CH2:14]1. (3) Given the reactants [CH:1]([O:3][C@@H:4]1[CH2:21][CH2:20][C@@:19]2([CH3:22])[CH:6]([C@@H:7]([OH:24])[CH2:8][C@@H:9]3[C@@H:18]2[CH2:17][CH2:16][C@@:14]2([CH3:15])[C@H:10]3[CH2:11][CH2:12][C@@H:13]2[OH:23])[CH2:5]1)=[O:2].C[N+]1([O-])CCOCC1, predict the reaction product. The product is: [CH:1]([O:3][C@@H:4]1[CH2:21][CH2:20][C@@:19]2([CH3:22])[CH:6]([C:7](=[O:24])[CH2:8][C@@H:9]3[C@@H:18]2[CH2:17][CH2:16][C@@:14]2([CH3:15])[C@H:10]3[CH2:11][CH2:12][C:13]2=[O:23])[CH2:5]1)=[O:2]. (4) Given the reactants O[N:2]=[CH:3][C:4]1[CH:18]=[CH:17][C:7]([O:8][CH2:9][C:10]([O:12][C:13]([CH3:16])([CH3:15])[CH3:14])=[O:11])=[CH:6][CH:5]=1, predict the reaction product. The product is: [NH2:2][CH2:3][C:4]1[CH:18]=[CH:17][C:7]([O:8][CH2:9][C:10]([O:12][C:13]([CH3:14])([CH3:16])[CH3:15])=[O:11])=[CH:6][CH:5]=1. (5) Given the reactants [C:1]([CH2:3][NH:4][C:5]([C@@H:7]([NH:12][C:13]([C:15]1[CH:16]=[CH:17][C:18](OS(C(F)(F)F)(=O)=O)=[N:19][CH:20]=1)=[O:14])[CH2:8][CH:9]([CH3:11])[CH3:10])=[O:6])#[N:2].[CH3:29][O:30][C:31](=[O:48])[C:32]1[CH:37]=[CH:36][C:35]([Cl:38])=[C:34](B2OC(C)(C)C(C)(C)O2)[CH:33]=1.C(=O)([O-])[O-].[K+].[K+], predict the reaction product. The product is: [CH3:29][O:30][C:31](=[O:48])[C:32]1[CH:37]=[CH:36][C:35]([Cl:38])=[C:34]([C:18]2[CH:17]=[CH:16][C:15]([C:13](=[O:14])[NH:12][C@H:7]([C:5](=[O:6])[NH:4][CH2:3][C:1]#[N:2])[CH2:8][CH:9]([CH3:11])[CH3:10])=[CH:20][N:19]=2)[CH:33]=1. (6) Given the reactants [CH3:1][O:2][C:3]1[CH:28]=[CH:27][C:6]([CH2:7][N:8]([C:22]2[S:23][CH:24]=[CH:25][N:26]=2)[S:9]([C:12]2[CH:13]=[CH:14][C:15]3[NH:20][CH2:19][CH2:18][O:17][C:16]=3[CH:21]=2)(=[O:11])=[O:10])=[CH:5][CH:4]=1.Br[C:30]1[CH:39]=[CH:38][CH:37]=[CH:36][C:31]=1[C:32]([O:34][CH3:35])=[O:33].CC1(C)C2C(=C(P(C3C=CC=CC=3)C3C=CC=CC=3)C=CC=2)OC2C(P(C3C=CC=CC=3)C3C=CC=CC=3)=CC=CC1=2.CC(C)([O-])C.[Na+], predict the reaction product. The product is: [CH3:1][O:2][C:3]1[CH:4]=[CH:5][C:6]([CH2:7][N:8]([C:22]2[S:23][CH:24]=[CH:25][N:26]=2)[S:9]([C:12]2[CH:13]=[CH:14][C:15]3[N:20]([C:30]4[CH:39]=[CH:38][CH:37]=[CH:36][C:31]=4[C:32]([O:34][CH3:35])=[O:33])[CH2:19][CH2:18][O:17][C:16]=3[CH:21]=2)(=[O:11])=[O:10])=[CH:27][CH:28]=1. (7) Given the reactants [NH2:1][C:2]1[C:6]2[C:7](=[O:23])[N:8]([C:11]3[C:16]([F:17])=[CH:15][C:14]([NH:18][C:19](=[O:21])[CH3:20])=[CH:13][C:12]=3[F:22])[CH:9]=[CH:10][C:5]=2[NH:4][N:3]=1.[Br:24]Br, predict the reaction product. The product is: [BrH:24].[NH2:1][C:2]1[C:6]2[C:7](=[O:23])[N:8]([C:11]3[C:12]([F:22])=[CH:13][C:14]([NH:18][C:19](=[O:21])[CH3:20])=[CH:15][C:16]=3[F:17])[CH:9]=[C:10]([Br:24])[C:5]=2[NH:4][N:3]=1.